This data is from Catalyst prediction with 721,799 reactions and 888 catalyst types from USPTO. The task is: Predict which catalyst facilitates the given reaction. (1) Product: [N+:1]([C:4]1[CH:9]=[CH:8][C:7]([O:20][C:12]2[O:18][C:15]([CH:16]=[O:17])=[CH:14][CH:13]=2)=[CH:6][CH:5]=1)([O-:3])=[O:2]. Reactant: [N+:1]([C:4]1[CH:9]=[CH:8][CH:7]=[CH:6][C:5]=1O)([O-:3])=[O:2].Br[C:12]1[O:18][C:15]([CH:16]=[O:17])=[CH:14][CH:13]=1.C([O-])([O-])=[O:20].[K+].[K+]. The catalyst class is: 3. (2) Reactant: [CH2:1]([C:43]([O:45]CC1C=CC=CC=1)=[O:44])[CH2:2][CH2:3][CH2:4][CH2:5][CH2:6][CH2:7][CH2:8][CH2:9][CH2:10][C:11]([C:33]([O:35]CC1C=CC=CC=1)=[O:34])([C:23]([O:25]CC1C=CC=CC=1)=[O:24])[CH2:12][CH2:13][CH2:14][CH2:15][CH2:16][CH2:17][CH2:18][CH2:19][CH2:20][CH2:21][CH3:22]. Product: [CH2:1]([C:43]([OH:45])=[O:44])[CH2:2][CH2:3][CH2:4][CH2:5][CH2:6][CH2:7][CH2:8][CH2:9][CH2:10][C:11]([C:33]([OH:35])=[O:34])([C:23]([OH:25])=[O:24])[CH2:12][CH2:13][CH2:14][CH2:15][CH2:16][CH2:17][CH2:18][CH2:19][CH2:20][CH2:21][CH3:22]. The catalyst class is: 123. (3) Reactant: [C:1]([C:5]1[C:6]([Cl:37])=[C:7]([C:11]2[NH:36][C:14]3[C:15]([N:29]4[CH2:34][CH2:33][N:32]([CH3:35])[CH2:31][CH2:30]4)=[N:16][C:17]([C:19]4[CH:24]=[CH:23][CH:22]=[CH:21][C:20]=4[C:25]([F:28])([F:27])[F:26])=[CH:18][C:13]=3[N:12]=2)[N:8]([CH3:10])[N:9]=1)([CH3:4])([CH3:3])[CH3:2].[CH3:38][S:39]([OH:42])(=[O:41])=[O:40]. Product: [CH3:38][S:39]([OH:42])(=[O:41])=[O:40].[C:1]([C:5]1[C:6]([Cl:37])=[C:7]([C:11]2[NH:36][C:14]3[C:15]([N:29]4[CH2:30][CH2:31][N:32]([CH3:35])[CH2:33][CH2:34]4)=[N:16][C:17]([C:19]4[CH:24]=[CH:23][CH:22]=[CH:21][C:20]=4[C:25]([F:26])([F:27])[F:28])=[CH:18][C:13]=3[N:12]=2)[N:8]([CH3:10])[N:9]=1)([CH3:4])([CH3:2])[CH3:3]. The catalyst class is: 2. (4) Reactant: [F-].C([N+](CCCC)(CCCC)CCCC)CCC.[O:19]1[CH:23]=[CH:22][C:21]([C:24]2[CH:25]=[C:26]3[C:30](=[CH:31][C:32]=2[C:33]2[CH:38]=[CH:37][C:36]([O:39][CH2:40][C:41]4[CH:46]=[CH:45][CH:44]=[CH:43][CH:42]=4)=[CH:35][CH:34]=2)[N:29](COCC[Si](C)(C)C)[N:28]=[C:27]3[NH:55][C:56](=[O:60])[CH2:57][CH2:58][CH3:59])=[CH:20]1.C(OCC)(=O)C. Product: [O:19]1[CH:23]=[CH:22][C:21]([C:24]2[CH:25]=[C:26]3[C:30](=[CH:31][C:32]=2[C:33]2[CH:34]=[CH:35][C:36]([O:39][CH2:40][C:41]4[CH:46]=[CH:45][CH:44]=[CH:43][CH:42]=4)=[CH:37][CH:38]=2)[NH:29][N:28]=[C:27]3[NH:55][C:56](=[O:60])[CH2:57][CH2:58][CH3:59])=[CH:20]1. The catalyst class is: 7. (5) Reactant: [NH2:1][CH2:2][C:3]1[CH:4]=[C:5]([C:9]2[CH:10]=[C:11]3[C:15](=[C:16]([C:18]([NH2:20])=[O:19])[CH:17]=2)[NH:14][CH:13]=[C:12]3[CH:21]2[CH2:26][CH2:25][N:24]([S:27]([CH2:30][CH3:31])(=[O:29])=[O:28])[CH2:23][CH2:22]2)[CH:6]=[CH:7][CH:8]=1.[CH:32]1([S:35](Cl)(=[O:37])=[O:36])[CH2:34][CH2:33]1.CCN(C(C)C)C(C)C. Product: [CH:32]1([S:35]([NH:1][CH2:2][C:3]2[CH:4]=[C:5]([C:9]3[CH:10]=[C:11]4[C:15](=[C:16]([C:18]([NH2:20])=[O:19])[CH:17]=3)[NH:14][CH:13]=[C:12]4[CH:21]3[CH2:22][CH2:23][N:24]([S:27]([CH2:30][CH3:31])(=[O:29])=[O:28])[CH2:25][CH2:26]3)[CH:6]=[CH:7][CH:8]=2)(=[O:37])=[O:36])[CH2:34][CH2:33]1. The catalyst class is: 85. (6) Reactant: [CH2:1]([N:8]1[C:16]2[C:11](=[CH:12][CH:13]=[CH:14][CH:15]=2)[C:10]([C:17]2[O:18][C:19]([C:22]([OH:24])=O)=[CH:20][CH:21]=2)=[N:9]1)[C:2]1[CH:7]=[CH:6][CH:5]=[CH:4][CH:3]=1.O=S(Cl)Cl.[NH2:29][OH:30].Cl.C([O-])([O-])=O.[K+].[K+]. Product: [CH2:1]([N:8]1[C:16]2[C:11](=[CH:12][CH:13]=[CH:14][CH:15]=2)[C:10]([C:17]2[O:18][C:19]([C:22]([NH:29][OH:30])=[O:24])=[CH:20][CH:21]=2)=[N:9]1)[C:2]1[CH:7]=[CH:6][CH:5]=[CH:4][CH:3]=1. The catalyst class is: 18. (7) Reactant: [CH3:1][C:2]1([CH3:9])[O:6][CH:5]([CH2:7][OH:8])[CH2:4][O:3]1.[CH3:10][S:11](Cl)(=[O:13])=[O:12].C(N(CC)CC)C. Product: [CH3:10][S:11]([O:8][CH2:7][CH:5]1[CH2:4][O:3][C:2]([CH3:9])([CH3:1])[O:6]1)(=[O:13])=[O:12]. The catalyst class is: 2. (8) Reactant: ClC1C=CC(OC)=CC=1C1C=C(C)C2[N:14]=C(N)N=NC=2C=1.Br[C:23]1[CH:24]=[C:25]([CH:34]=[CH:35][CH:36]=1)[O:26][CH2:27][CH2:28][N:29]1[CH2:33][CH2:32][CH2:31][CH2:30]1.C(=O)([O-])[O-].[Cs+].[Cs+].C1(P(C2C=CC=CC=2)C2C3OC4C(=CC=CC=4P(C4C=CC=CC=4)C4C=CC=CC=4)C(C)(C)C=3C=CC=2)C=CC=CC=1. Product: [N:29]1([CH2:28][CH2:27][O:26][C:25]2[CH:24]=[C:23]([NH2:14])[CH:36]=[CH:35][CH:34]=2)[CH2:33][CH2:32][CH2:31][CH2:30]1. The catalyst class is: 110. (9) Reactant: [CH3:1][NH:2][C:3]1[CH:8]=[CH:7][C:6]([CH2:9][CH2:10][CH2:11][CH2:12][O:13][CH2:14][CH2:15][CH2:16][CH2:17][CH2:18][CH2:19][OH:20])=[CH:5][CH:4]=1.[Si:21](Cl)([C:24]([CH3:27])([CH3:26])[CH3:25])([CH3:23])[CH3:22].C(N(CC)CC)C. Product: [Si:21]([O:20][CH2:19][CH2:18][CH2:17][CH2:16][CH2:15][CH2:14][O:13][CH2:12][CH2:11][CH2:10][CH2:9][C:6]1[CH:5]=[CH:4][C:3]([NH:2][CH3:1])=[CH:8][CH:7]=1)([C:24]([CH3:27])([CH3:26])[CH3:25])([CH3:23])[CH3:22]. The catalyst class is: 154.